Dataset: Catalyst prediction with 721,799 reactions and 888 catalyst types from USPTO. Task: Predict which catalyst facilitates the given reaction. (1) Reactant: [F:1][C:2]1[CH:26]=[CH:25][C:24]([F:27])=[CH:23][C:3]=1[CH2:4][O:5][C:6]1[CH:11]=[CH:10][C:9]([S:12][C:13]2[CH:18]=[CH:17][C:16]([OH:19])=[CH:15][CH:14]=2)=[C:8]([N+:20]([O-])=O)[CH:7]=1.[NH4+].[Cl-]. Product: [NH2:20][C:8]1[CH:7]=[C:6]([O:5][CH2:4][C:3]2[CH:23]=[C:24]([F:27])[CH:25]=[CH:26][C:2]=2[F:1])[CH:11]=[CH:10][C:9]=1[S:12][C:13]1[CH:18]=[CH:17][C:16]([OH:19])=[CH:15][CH:14]=1. The catalyst class is: 292. (2) Reactant: [F:1][C:2]([F:21])([F:20])[C:3]1[CH:8]=[CH:7][C:6]([C:9]2[C:10](=[O:19])[NH:11][C:12]3([CH2:18][CH2:17][CH2:16][CH2:15][CH2:14]3)[N:13]=2)=[CH:5][CH:4]=1.[H-].[Na+].Br[CH2:25][C:26]([C:28]1[CH:33]=[CH:32][C:31]([F:34])=[C:30]([F:35])[CH:29]=1)=[O:27]. Product: [F:35][C:30]1[CH:29]=[C:28]([C:26](=[O:27])[CH2:25][N:11]2[C:12]3([CH2:18][CH2:17][CH2:16][CH2:15][CH2:14]3)[N:13]=[C:9]([C:6]3[CH:5]=[CH:4][C:3]([C:2]([F:1])([F:20])[F:21])=[CH:8][CH:7]=3)[C:10]2=[O:19])[CH:33]=[CH:32][C:31]=1[F:34]. The catalyst class is: 163. (3) Reactant: [CH:1]([C:3]1[CH:4]=[N:5][CH:6]=[CH:7][C:8]=1[C:9]1[CH:10]=[C:11]([CH:14]=[CH:15][CH:16]=1)[C:12]#[N:13])=[O:2].[CH3:17][O:18][C:19]1[CH:24]=[CH:23][CH:22]=[CH:21][C:20]=1[Mg]Br. Product: [OH:2][CH:1]([C:20]1[CH:21]=[CH:22][CH:23]=[CH:24][C:19]=1[O:18][CH3:17])[C:3]1[CH:4]=[N:5][CH:6]=[CH:7][C:8]=1[C:9]1[CH:10]=[C:11]([CH:14]=[CH:15][CH:16]=1)[C:12]#[N:13]. The catalyst class is: 1. (4) Reactant: CO[C:3](=[O:44])[C:4]1[CH:9]=[CH:8][CH:7]=[C:6]([CH2:10][O:11][C:12]2[CH:17]=[CH:16][C:15]([C:18]3[CH:23]=[C:22]([F:24])[C:21]([F:25])=[CH:20][C:19]=3[F:26])=[CH:14][CH:13]=2)[C:5]=1[NH:27][N:28](C(OC(C)(C)C)=O)[CH2:29][C@H:30]1[CH2:34][O:33]C(C)(C)[O:31]1.Cl. Product: [OH:31][C@H:30]([CH2:34][OH:33])[CH2:29][N:28]1[C:3](=[O:44])[C:4]2[C:5](=[C:6]([CH2:10][O:11][C:12]3[CH:13]=[CH:14][C:15]([C:18]4[CH:23]=[C:22]([F:24])[C:21]([F:25])=[CH:20][C:19]=4[F:26])=[CH:16][CH:17]=3)[CH:7]=[CH:8][CH:9]=2)[NH:27]1.[OH:31][C@@H:30]([CH2:34][OH:33])[CH2:29][N:28]1[C:3](=[O:44])[C:4]2[C:5](=[C:6]([CH2:10][O:11][C:12]3[CH:13]=[CH:14][C:15]([C:18]4[CH:23]=[C:22]([F:24])[C:21]([F:25])=[CH:20][C:19]=4[F:26])=[CH:16][CH:17]=3)[CH:7]=[CH:8][CH:9]=2)[NH:27]1. The catalyst class is: 1. (5) Product: [O:20]1[CH2:4][CH:19]1[CH:16]1[CH2:17][CH2:18][C:13]2([O:12][CH2:11][CH2:10][O:9]2)[CH2:14][CH2:15]1. The catalyst class is: 16. Reactant: [H-].[Na+].[I-].[CH3:4][S+](C)(C)=O.[O:9]1[C:13]2([CH2:18][CH2:17][CH:16]([CH:19]=[O:20])[CH2:15][CH2:14]2)[O:12][CH2:11][CH2:10]1.O.